From a dataset of Peptide-MHC class I binding affinity with 185,985 pairs from IEDB/IMGT. Regression. Given a peptide amino acid sequence and an MHC pseudo amino acid sequence, predict their binding affinity value. This is MHC class I binding data. The peptide sequence is TTIEDILPK. The MHC is HLA-A03:01 with pseudo-sequence HLA-A03:01. The binding affinity (normalized) is 0.265.